Dataset: Full USPTO retrosynthesis dataset with 1.9M reactions from patents (1976-2016). Task: Predict the reactants needed to synthesize the given product. (1) The reactants are: [OH:1][CH:2]1[CH2:5][N:4]([C:6]([C:8]2[O:9][C:10]([C:13]3[CH:18]=[CH:17][C:16]([O:19][CH3:20])=[CH:15][CH:14]=3)=[N:11][N:12]=2)=[O:7])[CH2:3]1.C(N(CC)CC)C.[CH3:28][S:29](Cl)(=[O:31])=[O:30]. Given the product [CH3:28][S:29]([O:1][CH:2]1[CH2:5][N:4]([C:6]([C:8]2[O:9][C:10]([C:13]3[CH:18]=[CH:17][C:16]([O:19][CH3:20])=[CH:15][CH:14]=3)=[N:11][N:12]=2)=[O:7])[CH2:3]1)(=[O:31])=[O:30], predict the reactants needed to synthesize it. (2) Given the product [CH:1]1([S:6]([CH:7]([C:16]2[CH:21]=[CH:20][C:19]([Cl:22])=[C:18]([Cl:23])[CH:17]=2)[C:8]([NH:10][C:11]2[S:12][CH:13]=[CH:14][N:15]=2)=[O:9])=[O:25])[CH2:5][CH2:4][CH2:3][CH2:2]1, predict the reactants needed to synthesize it. The reactants are: [CH:1]1([S:6][CH:7]([C:16]2[CH:21]=[CH:20][C:19]([Cl:22])=[C:18]([Cl:23])[CH:17]=2)[C:8]([NH:10][C:11]2[S:12][CH:13]=[CH:14][N:15]=2)=[O:9])[CH2:5][CH2:4][CH2:3][CH2:2]1.I([O-])(=O)(=O)=[O:25].[Na+]. (3) Given the product [C:1]([O:4][C@@H:5]1[C@H:9]([N:67]=[N+:68]=[N-:69])[C:8]([CH2:18][O:19][S:20]([CH3:23])(=[O:22])=[O:21])([CH2:24][O:25][S:26]([CH3:29])(=[O:28])=[O:27])[O:7][C@H:6]1[N:30]1[CH:38]=[N:37][C:36]2[C:31]1=[N:32][CH:33]=[N:34][C:35]=2[NH:39][C:40](=[O:47])[C:41]1[CH:42]=[CH:43][CH:44]=[CH:45][CH:46]=1)(=[O:3])[CH3:2], predict the reactants needed to synthesize it. The reactants are: [C:1]([O:4][C@@H:5]1[C@@H:9](OCC2C=CC=CC=2)[C:8]([CH2:24][O:25][S:26]([CH3:29])(=[O:28])=[O:27])([CH2:18][O:19][S:20]([CH3:23])(=[O:22])=[O:21])[O:7][C@H:6]1[N:30]1[CH:38]=[N:37][C:36]2[C:31]1=[N:32][CH:33]=[N:34][C:35]=2[NH:39][C:40](=[O:47])[C:41]1[CH:46]=[CH:45][CH:44]=[CH:43][CH:42]=1)(=[O:3])[CH3:2].C([O-])=O.[NH4+].O(S(C(F)(F)F)(=O)=O)S(C(F)(F)F)(=O)=O.[N-:67]=[N+:68]=[N-:69].[Na+]. (4) Given the product [CH:1]1([C:7]([C:9]2[N:13]([CH3:14])[C:12]([S:15]([NH2:19])(=[O:17])=[O:16])=[CH:11][CH:10]=2)=[O:8])[CH2:6][CH2:5][CH2:4][CH2:3][CH2:2]1, predict the reactants needed to synthesize it. The reactants are: [CH:1]1([C:7]([C:9]2[N:13]([CH3:14])[C:12]([S:15](Cl)(=[O:17])=[O:16])=[CH:11][CH:10]=2)=[O:8])[CH2:6][CH2:5][CH2:4][CH2:3][CH2:2]1.[NH3:19].Cl. (5) Given the product [CH3:30][O:29][C:26]1[CH:25]=[CH:24][C:23]([C:22]([N:15]2[C:16]3[C:21](=[CH:20][CH:19]=[CH:18][CH:17]=3)[C@H:12]([NH2:8])[CH2:13][C@@H:14]2[CH3:32])=[O:31])=[CH:28][CH:27]=1, predict the reactants needed to synthesize it. The reactants are: ClC1C=CC([N:8]([C@H:12]2[C:21]3[C:16](=[CH:17][CH:18]=[CH:19][CH:20]=3)[N:15]([C:22](=[O:31])[C:23]3[CH:28]=[CH:27][C:26]([O:29][CH3:30])=[CH:25][CH:24]=3)[C@@H:14]([CH3:32])[CH2:13]2)C(=O)C)=C(C)C=1.FC1C=CC(C(Cl)=O)=CC=1. (6) Given the product [Cl:1][C:2]1[CH:7]=[C:6]([Cl:8])[CH:5]=[CH:4][C:3]=1[C:9]1[N:10]=[C:11]([CH2:28][CH3:29])[C:12]([NH:17][C@@H:18]2[C:26]3[CH:21]=[CH:22][S:48][C:25]=3[CH2:24][CH2:23][C@@H:19]2[CH3:20])=[N:13][C:14]=1[CH2:15][CH3:16], predict the reactants needed to synthesize it. The reactants are: [Cl:1][C:2]1[CH:7]=[C:6]([Cl:8])[CH:5]=[CH:4][C:3]=1[C:9]1[N:10]=[C:11]([CH2:28][CH3:29])[C:12]([NH:17][C@@H:18]2[C:26]3[C:21](=[CH:22][CH:23]=[CH:24][CH:25]=3)[CH2:20][C@@H:19]2O)=[N:13][C:14]=1[CH2:15][CH3:16].BrC1N=C(CC)C(NC2C3C=C[S:48]C=3CCC2C)=NC=1CC. (7) Given the product [Cl:1][C:2]1[C:7]([C:8]2[CH:9]=[CH:10][CH:11]=[CH:12][CH:13]=2)=[N:6][N:5]=[C:4]2[N:14]([CH2:23][C:24]3([CH3:28])[CH2:27][O:26][CH2:25]3)[N:15]=[C:16]([C:17]3[CH:18]=[CH:19][CH:20]=[CH:21][CH:22]=3)[C:3]=12, predict the reactants needed to synthesize it. The reactants are: [Cl:1][C:2]1[C:7]([C:8]2[CH:13]=[CH:12][CH:11]=[CH:10][CH:9]=2)=[N:6][N:5]=[C:4]2[NH:14][N:15]=[C:16]([C:17]3[CH:22]=[CH:21][CH:20]=[CH:19][CH:18]=3)[C:3]=12.[CH3:23][C:24]1([CH2:28]O)[CH2:27][O:26][CH2:25]1.